From a dataset of Full USPTO retrosynthesis dataset with 1.9M reactions from patents (1976-2016). Predict the reactants needed to synthesize the given product. (1) Given the product [NH2:35][C:34]1[C:29]([C:27]([O:26][CH2:24][CH3:25])=[O:28])=[N:30][C:31]([C:45]2[CH:46]=[N:47][N:48]([CH2:50][CH2:51][CH2:52][CH2:53][OH:54])[CH:49]=2)=[CH:32][CH:33]=1, predict the reactants needed to synthesize it. The reactants are: NC1C=CC(C2C=NN(CCCO)C=2)=CC=1C(N(CC)CC)=O.[CH2:24]([O:26][C:27]([C:29]1[C:34]([NH2:35])=[CH:33][CH:32]=[C:31](Br)[N:30]=1)=[O:28])[CH3:25].CC1(C)C(C)(C)OB([C:45]2[CH:46]=[N:47][N:48]([CH2:50][CH2:51][CH2:52][CH2:53][OH:54])[CH:49]=2)O1. (2) Given the product [CH3:10][O:9][C:5]1[CH:4]=[C:3]([N:2]([CH3:12])[CH2:1][CH2:25][CH2:24][NH:23][C:21](=[O:22])[CH3:20])[CH:8]=[CH:7][CH:6]=1, predict the reactants needed to synthesize it. The reactants are: [CH3:1][NH:2][C:3]1[CH:8]=[CH:7][CH:6]=[C:5]([O:9][CH3:10])[CH:4]=1.Br[CH2:12]CC#N.C(#N)CC.[CH3:20][C:21]([NH:23][CH2:24][CH2:25]C1C2C=C(OC)C=CC=2NC=1)=[O:22]. (3) Given the product [NH2:7][C@@H:8]([CH:31]1[CH2:36][CH2:35][CH2:34][CH2:33][CH2:32]1)[C:9]([N:11]1[CH2:15][CH2:14][CH2:13][C@H:12]1[C:16]1[CH:21]=[CH:20][N:19]=[C:18]([N:22]2[C:30]3[C:25](=[CH:26][CH:27]=[CH:28][CH:29]=3)[CH2:24][CH2:23]2)[CH:17]=1)=[O:10], predict the reactants needed to synthesize it. The reactants are: C(OC(=O)[NH:7][C@@H:8]([CH:31]1[CH2:36][CH2:35][CH2:34][CH2:33][CH2:32]1)[C:9]([N:11]1[CH2:15][CH2:14][CH2:13][C@H:12]1[C:16]1[CH:21]=[CH:20][N:19]=[C:18]([N:22]2[C:30]3[C:25](=[CH:26][CH:27]=[CH:28][CH:29]=3)[CH2:24][CH2:23]2)[CH:17]=1)=[O:10])(C)(C)C.C(O)(C(F)(F)F)=O.